This data is from Forward reaction prediction with 1.9M reactions from USPTO patents (1976-2016). The task is: Predict the product of the given reaction. (1) Given the reactants [I:1][C:2]1[CH:10]=[C:9]([N+:11]([O-:13])=[O:12])[C:8]2[CH2:7][CH2:6][CH2:5][C:4]=2[C:3]=1[OH:14].F[B-](F)(F)F.[CH2:20]([O:27][C:28]1[CH:33]=[CH:32][C:31]([I+][C:31]2[CH:32]=[CH:33][C:28]([O:27][CH2:20][C:21]3[CH:22]=[CH:23][CH:24]=[CH:25][CH:26]=3)=[C:29]([CH:52]([CH3:54])[CH3:53])[CH:30]=2)=[CH:30][C:29]=1[CH:52]([CH3:54])[CH3:53])[C:21]1[CH:26]=[CH:25][CH:24]=[CH:23][CH:22]=1, predict the reaction product. The product is: [CH2:20]([O:27][C:28]1[CH:33]=[CH:32][C:31]([O:14][C:3]2[C:2]([I:1])=[CH:10][C:9]([N+:11]([O-:13])=[O:12])=[C:8]3[C:4]=2[CH2:5][CH2:6][CH2:7]3)=[CH:30][C:29]=1[CH:52]([CH3:54])[CH3:53])[C:21]1[CH:22]=[CH:23][CH:24]=[CH:25][CH:26]=1. (2) Given the reactants [F:1][C:2]1[CH:7]=[CH:6][C:5]([CH:8]([CH2:12][CH:13]=[CH2:14])[CH2:9][NH:10][CH3:11])=[CH:4][CH:3]=1.C(N(CC)CC)C.[C:33]([O:32][C:30](O[C:30]([O:32][C:33]([CH3:36])([CH3:35])[CH3:34])=[O:31])=[O:31])([CH3:36])([CH3:35])[CH3:34], predict the reaction product. The product is: [F:1][C:2]1[CH:3]=[CH:4][C:5]([CH:8]([CH2:12][CH:13]=[CH2:14])[CH2:9][N:10]([CH3:11])[C:30](=[O:31])[O:32][C:33]([CH3:34])([CH3:35])[CH3:36])=[CH:6][CH:7]=1.